From a dataset of Forward reaction prediction with 1.9M reactions from USPTO patents (1976-2016). Predict the product of the given reaction. (1) Given the reactants Br[C:2]1[S:6][C:5]([N:7]2[CH2:15][CH:14]3[CH2:16][N:10]4[CH2:11][CH:12]([CH2:17][CH:8]2[CH2:9]4)[CH2:13]3)=[N:4][CH:3]=1.[F:18][C:19]1[CH:20]=[C:21](B(O)O)[CH:22]=[CH:23][CH:24]=1, predict the reaction product. The product is: [F:18][C:19]1[CH:24]=[C:23]([C:2]2[S:6][C:5]([N:7]3[CH2:15][CH:14]4[CH2:16][N:10]5[CH2:11][CH:12]([CH2:17][CH:8]3[CH2:9]5)[CH2:13]4)=[N:4][CH:3]=2)[CH:22]=[CH:21][CH:20]=1. (2) Given the reactants [CH3:1][NH:2][CH2:3][CH2:4][C:5]1[CH:10]=[CH:9][N:8]=[CH:7][CH:6]=1.[CH3:11][N:12]([CH3:17])[C:13](=[O:16])[CH2:14]Cl.C(=O)(O)[O-].[Na+].O1CCCC1, predict the reaction product. The product is: [CH3:11][N:12]([CH3:17])[C:13](=[O:16])[CH2:14][N:2]([CH3:1])[CH2:3][CH2:4][C:5]1[CH:10]=[CH:9][N:8]=[CH:7][CH:6]=1. (3) Given the reactants [Br:1][C:2]1[CH:10]=[C:9]2[C:5]([C:6]([OH:11])=[N:7][NH:8]2)=[CH:4][CH:3]=1.[CH2:12]([O:14][C:15](N1C2C(=C(Br)C=CC=2)C(O)=N1)=[O:16])[CH3:13], predict the reaction product. The product is: [CH2:12]([O:14][C:15]([N:8]1[C:9]2[C:5](=[CH:4][CH:3]=[C:2]([Br:1])[CH:10]=2)[C:6]([OH:11])=[N:7]1)=[O:16])[CH3:13]. (4) Given the reactants [CH3:1][C:2]1[CH:7]=[CH:6][C:5]([S:8]([O:11][CH2:12][C@@H:13]2[O:18][C:17]3[C:19](C=O)=[C:20]([N+:23]([O-:25])=[O:24])[CH:21]=[CH:22][C:16]=3[O:15][CH2:14]2)(=[O:10])=[O:9])=[CH:4][CH:3]=1.C1(P(C2C=CC=CC=2)(C2C=CC=CC=2)=[CH:35][C:36](=[O:39])[CH2:37][CH3:38])C=CC=CC=1.[C:52]1(C)C=CC=CC=1, predict the reaction product. The product is: [CH3:1][C:2]1[CH:3]=[CH:4][C:5]([S:8]([O:11][CH2:12][CH:13]2[O:18][C:17]3[C:19](/[CH:38]=[CH:37]/[C:36](=[O:39])[CH2:35][CH3:52])=[C:20]([N+:23]([O-:25])=[O:24])[CH:21]=[CH:22][C:16]=3[O:15][CH2:14]2)(=[O:10])=[O:9])=[CH:6][CH:7]=1. (5) Given the reactants [F:1][C:2]1[CH:7]=[CH:6][C:5]([CH:8]([O:15][C:16]2[CH:17]=[CH:18][C:19]([CH2:25][CH2:26][C:27]3[CH:32]=[CH:31][C:30]([F:33])=[CH:29][CH:28]=3)=[C:20]([CH:24]=2)[C:21](O)=[O:22])[CH2:9][N:10]2[CH:14]=[CH:13][N:12]=[CH:11]2)=[CH:4][CH:3]=1.[NH2:34][C@@H:35]([CH2:44][CH2:45][S:46][CH3:47])[C:36]([O:38][CH:39]1[CH2:43][CH2:42][CH2:41][CH2:40]1)=[O:37], predict the reaction product. The product is: [F:1][C:2]1[CH:7]=[CH:6][C:5]([CH:8]([O:15][C:16]2[CH:17]=[CH:18][C:19]([CH2:25][CH2:26][C:27]3[CH:28]=[CH:29][C:30]([F:33])=[CH:31][CH:32]=3)=[C:20]([CH:24]=2)[C:21]([NH:34][C@@H:35]([CH2:44][CH2:45][S:46][CH3:47])[C:36]([O:38][CH:39]2[CH2:40][CH2:41][CH2:42][CH2:43]2)=[O:37])=[O:22])[CH2:9][N:10]2[CH:14]=[CH:13][N:12]=[CH:11]2)=[CH:4][CH:3]=1. (6) Given the reactants C(N(CC)CC)C.[OH:8][CH:9]1[CH2:14][CH2:13][N:12]([C:15]([O:17][CH2:18][C:19]2[CH:24]=[CH:23][CH:22]=[CH:21][CH:20]=2)=[O:16])[CH2:11][CH2:10]1.[C:25]1([S:31](Cl)(=[O:33])=[O:32])[CH:30]=[CH:29][CH:28]=[CH:27][CH:26]=1, predict the reaction product. The product is: [CH2:18]([O:17][C:15]([N:12]1[CH2:11][CH2:10][CH:9]([O:8][S:31]([C:25]2[CH:30]=[CH:29][CH:28]=[CH:27][CH:26]=2)(=[O:33])=[O:32])[CH2:14][CH2:13]1)=[O:16])[C:19]1[CH:24]=[CH:23][CH:22]=[CH:21][CH:20]=1. (7) Given the reactants [F:1][C:2]1[CH:7]=[CH:6][C:5]([C:8]2[NH:12][CH:11]=[C:10]([C:13]([OH:15])=O)[C:9]=2[CH3:16])=[C:4]([C:17]([F:20])([F:19])[F:18])[CH:3]=1.C(Cl)(=O)C(Cl)=O.Cl.[CH3:28][S:29]([C:32]1[CH:38]=[CH:37][C:35]([NH2:36])=[CH:34][CH:33]=1)(=[O:31])=[O:30].C(N(C(C)C)CC)(C)C, predict the reaction product. The product is: [F:1][C:2]1[CH:7]=[CH:6][C:5]([C:8]2[NH:12][CH:11]=[C:10]([C:13]([NH:36][C:35]3[CH:34]=[CH:33][C:32]([S:29]([CH3:28])(=[O:31])=[O:30])=[CH:38][CH:37]=3)=[O:15])[C:9]=2[CH3:16])=[C:4]([C:17]([F:20])([F:19])[F:18])[CH:3]=1.